Regression. Given two drug SMILES strings and cell line genomic features, predict the synergy score measuring deviation from expected non-interaction effect. From a dataset of NCI-60 drug combinations with 297,098 pairs across 59 cell lines. Drug 1: CN(C)N=NC1=C(NC=N1)C(=O)N. Drug 2: COC1=NC(=NC2=C1N=CN2C3C(C(C(O3)CO)O)O)N. Cell line: MDA-MB-231. Synergy scores: CSS=2.39, Synergy_ZIP=8.49, Synergy_Bliss=15.8, Synergy_Loewe=2.31, Synergy_HSA=4.06.